From a dataset of Retrosynthesis with 50K atom-mapped reactions and 10 reaction types from USPTO. Predict the reactants needed to synthesize the given product. Given the product O=c1c2cc(C(F)(F)F)ccc2ccn1-c1cncc(F)c1, predict the reactants needed to synthesize it. The reactants are: Fc1cncc(Br)c1.O=c1[nH]ccc2ccc(C(F)(F)F)cc12.